Dataset: Catalyst prediction with 721,799 reactions and 888 catalyst types from USPTO. Task: Predict which catalyst facilitates the given reaction. Reactant: [O:1]1[C:5]2[CH:6]=[CH:7][CH:8]=[CH:9][C:4]=2[CH:3]=[C:2]1[CH:10]([C:37]1[CH:42]=[CH:41][CH:40]=[CH:39][CH:38]=1)[NH:11][S:12]([C:15]1[CH:36]=[CH:35][C:18]2[O:19][CH2:20][CH:21]([O:24][Si](C(C)C)(C(C)C)C(C)C)[CH2:22][O:23][C:17]=2[CH:16]=1)(=[O:14])=[O:13].[F-].C([N+](CCCC)(CCCC)CCCC)CCC. Product: [O:1]1[C:5]2[CH:6]=[CH:7][CH:8]=[CH:9][C:4]=2[CH:3]=[C:2]1[CH:10]([C:37]1[CH:42]=[CH:41][CH:40]=[CH:39][CH:38]=1)[NH:11][S:12]([C:15]1[CH:36]=[CH:35][C:18]2[O:19][CH2:20][CH:21]([OH:24])[CH2:22][O:23][C:17]=2[CH:16]=1)(=[O:14])=[O:13]. The catalyst class is: 7.